This data is from Catalyst prediction with 721,799 reactions and 888 catalyst types from USPTO. The task is: Predict which catalyst facilitates the given reaction. (1) Reactant: [CH3:1][N:2]([CH2:9][CH2:10][O:11][C:12]1[CH:25]=[CH:24][C:15]([CH2:16][CH:17]2[S:21][C:20](=[O:22])[NH:19][C:18]2=[O:23])=[CH:14][CH:13]=1)[C:3]1[CH:8]=[CH:7][CH:6]=[CH:5][N:4]=1.[CH2:26]([OH:112])[C@H:27]1[O:32][C@@H:31]2[O:33][C@H:34]3[C@H:39]([OH:40])[C@@H:38]([OH:41])[C@@H:37]([O:42][C@H:43]4[C@H:48]([OH:49])[C@@H:47]([OH:50])[C@@H:46]([O:51][C@H:52]5[C@H:57]([OH:58])[C@@H:56]([OH:59])[CH:55]([O:60][CH:61]6[C@H:66]([OH:67])[C@@H:65]([OH:68])[CH:64]([CH:69]7[C@H:74]([OH:75])[C@@H:73]([OH:76])[CH:72]([O:77][C@H:78]8[C@H:83]([OH:84])[C@@H:82]([OH:85])[C@@H:81]([O:86][C@H:87]9[C@H:93]([OH:94])[C@@H:92]([OH:95])[C@@H:90]([O:91][C@H:28]1[C@H:29]([OH:111])[C@H:30]2[OH:110])[O:89][C@@H:88]9[CH2:96][OH:97])[O:80][C@@H:79]8[CH2:98][OH:99])[O:71][C@@H:70]7[CH2:100][OH:101])[O:63][C@@H:62]6[CH2:102][OH:103])[O:54][C@@H:53]5[CH2:104][OH:105])[O:45][C@@H:44]4[CH2:106][OH:107])[O:36][C@@H:35]3[CH2:108][OH:109]. Product: [CH3:1][N:2]([CH2:9][CH2:10][O:11][C:12]1[CH:25]=[CH:24][C:15]([CH2:16][CH:17]2[S:21][C:20](=[O:22])[NH:19][C:18]2=[O:23])=[CH:14][CH:13]=1)[C:3]1[CH:8]=[CH:7][CH:6]=[CH:5][N:4]=1.[CH2:26]([OH:112])[C@H:27]1[O:32][C@@H:31]2[O:33][C@H:34]3[C@H:39]([OH:40])[C@@H:38]([OH:41])[C@@H:37]([O:42][C@H:43]4[C@H:48]([OH:49])[C@@H:47]([OH:50])[C@@H:46]([O:51][C@H:52]5[C@H:57]([OH:58])[C@@H:56]([OH:59])[CH:55]([O:60][CH:61]6[C@H:66]([OH:67])[C@@H:65]([OH:68])[CH:64]([CH:69]7[C@H:74]([OH:75])[C@@H:73]([OH:76])[CH:72]([O:77][C@H:78]8[C@H:83]([OH:84])[C@@H:82]([OH:85])[C@@H:81]([O:86][C@H:87]9[C@H:93]([OH:94])[C@@H:92]([OH:95])[C@@H:90]([O:91][C@H:28]1[C@H:29]([OH:111])[C@H:30]2[OH:110])[O:89][C@@H:88]9[CH2:96][OH:97])[O:80][C@@H:79]8[CH2:98][OH:99])[O:71][C@@H:70]7[CH2:100][OH:101])[O:63][C@@H:62]6[CH2:102][OH:103])[O:54][C@@H:53]5[CH2:104][OH:105])[O:45][C@@H:44]4[CH2:106][OH:107])[O:36][C@@H:35]3[CH2:108][OH:109]. The catalyst class is: 40. (2) Reactant: Cl.Cl.Cl.[N:4]1[CH:9]=[CH:8][CH:7]=[CH:6][C:5]=1[C:10]1[S:11][C:12]([CH2:15][N:16]2[CH2:21][CH2:20][CH:19]([CH2:22][NH2:23])[CH2:18][CH2:17]2)=[CH:13][N:14]=1.Cl.C(N=C=NCCCN(C)C)C.[NH2:36][C:37]1[CH:42]=[CH:41][N:40]=[C:39]([C:43](O)=[O:44])[CH:38]=1.O.ON1C2C=CC=CC=2N=N1.C(N(C(C)C)C(C)C)C. Product: [NH2:36][C:37]1[CH:42]=[CH:41][N:40]=[C:39]([C:43]([NH:23][CH2:22][CH:19]2[CH2:18][CH2:17][N:16]([CH2:15][C:12]3[S:11][C:10]([C:5]4[CH:6]=[CH:7][CH:8]=[CH:9][N:4]=4)=[N:14][CH:13]=3)[CH2:21][CH2:20]2)=[O:44])[CH:38]=1. The catalyst class is: 566. (3) Reactant: Br[CH2:2][CH2:3][CH3:4].[C:5]1([S:11][C:12]2[C:16]3=[N:17][CH:18]=[CH:19][CH:20]=[C:15]3[NH:14][C:13]=2[C:21]([NH2:23])=[O:22])[CH:10]=[CH:9][CH:8]=[CH:7][CH:6]=1.C([O-])([O-])=O.[Cs+].[Cs+]. The catalyst class is: 17. Product: [C:5]1([S:11][C:12]2[C:16]3=[N:17][CH:18]=[CH:19][CH:20]=[C:15]3[N:14]([CH2:2][CH2:3][CH3:4])[C:13]=2[C:21]([NH2:23])=[O:22])[CH:6]=[CH:7][CH:8]=[CH:9][CH:10]=1. (4) Reactant: [CH3:1][O:2][C:3]1[CH:12]=[C:11]2[C:6]([C:7]([NH:13][C:14]3[CH:15]=[N:16][C:17]([NH:20]C(=O)C4C=CC=CC=4)=[N:18][CH:19]=3)=[CH:8][CH:9]=[N:10]2)=[CH:5][CH:4]=1.Cl. Product: [CH3:1][O:2][C:3]1[CH:12]=[C:11]2[C:6]([C:7]([NH:13][C:14]3[CH:15]=[N:16][C:17]([NH2:20])=[N:18][CH:19]=3)=[CH:8][CH:9]=[N:10]2)=[CH:5][CH:4]=1. The catalyst class is: 5. (5) The catalyst class is: 311. Reactant: C(=O)([O-])[O-].[K+].[K+].[F:7][C:8]1[CH:15]=[CH:14][C:11]([CH2:12]Br)=[CH:10][CH:9]=1.[NH2:16][C:17]1[CH:26]=[CH:25][CH:24]=[CH:23][C:18]=1[C:19]([O:21][CH3:22])=[O:20]. Product: [F:7][C:8]1[CH:15]=[CH:14][C:11]([CH2:12][NH:16][C:17]2[CH:26]=[CH:25][CH:24]=[CH:23][C:18]=2[C:19]([O:21][CH3:22])=[O:20])=[CH:10][CH:9]=1. (6) Reactant: CC1(C)C(C)(C)OB([C:9]2[CH:32]=[CH:31][C:12]([O:13][C:14]3[N:22](COCC[Si](C)(C)C)[C:17]4=[N:18][CH:19]=[CH:20][CH:21]=[C:16]4[N:15]=3)=[CH:11][CH:10]=2)O1.Br[C:35]1[C:39]2=[N:40][CH:41]=[CH:42][CH:43]=[C:38]2[N:37]([CH2:44][CH3:45])[N:36]=1.C([O-])([O-])=O.[Na+].[Na+].COCCOC. Product: [CH2:44]([N:37]1[C:38]2[C:39](=[N:40][CH:41]=[CH:42][CH:43]=2)[C:35]([C:9]2[CH:10]=[CH:11][C:12]([O:13][C:14]3[NH:22][C:17]4=[N:18][CH:19]=[CH:20][CH:21]=[C:16]4[N:15]=3)=[CH:31][CH:32]=2)=[N:36]1)[CH3:45]. The catalyst class is: 103. (7) Reactant: [Br:1][C:2]1[CH:3]=[CH:4][CH:5]=[C:6]2[C:10]=1[NH:9][C:8](=[O:11])[CH:7]2[C:12]1[C:20]([OH:21])=[CH:19][C:15]2[O:16][CH2:17][O:18][C:14]=2[CH:13]=1.[CH2:22]=[O:23].[OH-].[Na+].Cl. Product: [Br:1][C:2]1[CH:3]=[CH:4][CH:5]=[C:6]2[C:10]=1[NH:9][C:8](=[O:11])[C:7]2([C:12]1[C:20]([OH:21])=[CH:19][C:15]2[O:16][CH2:17][O:18][C:14]=2[CH:13]=1)[CH2:22][OH:23]. The catalyst class is: 6.